This data is from NCI-60 drug combinations with 297,098 pairs across 59 cell lines. The task is: Regression. Given two drug SMILES strings and cell line genomic features, predict the synergy score measuring deviation from expected non-interaction effect. (1) Drug 1: C1=CC(=C2C(=C1NCCNCCO)C(=O)C3=C(C=CC(=C3C2=O)O)O)NCCNCCO. Drug 2: CN1C(=O)N2C=NC(=C2N=N1)C(=O)N. Cell line: ACHN. Synergy scores: CSS=45.4, Synergy_ZIP=1.49, Synergy_Bliss=-0.234, Synergy_Loewe=-44.3, Synergy_HSA=-1.37. (2) Drug 1: CC1=C(C(CCC1)(C)C)C=CC(=CC=CC(=CC(=O)O)C)C. Drug 2: C1=NC2=C(N1)C(=S)N=CN2. Cell line: ACHN. Synergy scores: CSS=4.24, Synergy_ZIP=-5.51, Synergy_Bliss=-0.803, Synergy_Loewe=-22.9, Synergy_HSA=-5.40. (3) Drug 1: CS(=O)(=O)C1=CC(=C(C=C1)C(=O)NC2=CC(=C(C=C2)Cl)C3=CC=CC=N3)Cl. Drug 2: C1=NC2=C(N1)C(=S)N=CN2. Cell line: SK-MEL-2. Synergy scores: CSS=-7.56, Synergy_ZIP=4.58, Synergy_Bliss=4.30, Synergy_Loewe=-1.52, Synergy_HSA=-1.10. (4) Drug 1: C1CC(C1)(C(=O)O)C(=O)O.[NH2-].[NH2-].[Pt+2]. Drug 2: CS(=O)(=O)OCCCCOS(=O)(=O)C. Cell line: A498. Synergy scores: CSS=-1.18, Synergy_ZIP=-2.19, Synergy_Bliss=-5.91, Synergy_Loewe=-6.28, Synergy_HSA=-6.21. (5) Drug 1: CC(C)(C#N)C1=CC(=CC(=C1)CN2C=NC=N2)C(C)(C)C#N. Drug 2: C1CCC(C(C1)N)N.C(=O)(C(=O)[O-])[O-].[Pt+4]. Cell line: HT29. Synergy scores: CSS=51.5, Synergy_ZIP=-1.77, Synergy_Bliss=-2.40, Synergy_Loewe=-4.14, Synergy_HSA=-3.23. (6) Drug 1: CC1=C(C(CCC1)(C)C)C=CC(=CC=CC(=CC(=O)O)C)C. Drug 2: CCC1=C2CN3C(=CC4=C(C3=O)COC(=O)C4(CC)O)C2=NC5=C1C=C(C=C5)O. Cell line: M14. Synergy scores: CSS=19.0, Synergy_ZIP=1.67, Synergy_Bliss=3.09, Synergy_Loewe=-29.3, Synergy_HSA=2.10. (7) Synergy scores: CSS=1.80, Synergy_ZIP=-0.959, Synergy_Bliss=-1.000, Synergy_Loewe=-0.680, Synergy_HSA=-1.42. Cell line: UACC-257. Drug 2: CN1C2=C(C=C(C=C2)N(CCCl)CCCl)N=C1CCCC(=O)O.Cl. Drug 1: CC1=CC=C(C=C1)C2=CC(=NN2C3=CC=C(C=C3)S(=O)(=O)N)C(F)(F)F.